From a dataset of NCI-60 drug combinations with 297,098 pairs across 59 cell lines. Regression. Given two drug SMILES strings and cell line genomic features, predict the synergy score measuring deviation from expected non-interaction effect. (1) Drug 1: CC1OCC2C(O1)C(C(C(O2)OC3C4COC(=O)C4C(C5=CC6=C(C=C35)OCO6)C7=CC(=C(C(=C7)OC)O)OC)O)O. Drug 2: C1=CN(C=N1)CC(O)(P(=O)(O)O)P(=O)(O)O. Synergy scores: CSS=-1.96, Synergy_ZIP=-10.3, Synergy_Bliss=-22.9, Synergy_Loewe=-32.8, Synergy_HSA=-22.2. Cell line: OVCAR-8. (2) Drug 1: CCC1=C2CN3C(=CC4=C(C3=O)COC(=O)C4(CC)O)C2=NC5=C1C=C(C=C5)O. Drug 2: C1CN1C2=NC(=NC(=N2)N3CC3)N4CC4. Cell line: CCRF-CEM. Synergy scores: CSS=73.1, Synergy_ZIP=1.05, Synergy_Bliss=1.62, Synergy_Loewe=1.39, Synergy_HSA=4.53.